From a dataset of Full USPTO retrosynthesis dataset with 1.9M reactions from patents (1976-2016). Predict the reactants needed to synthesize the given product. (1) Given the product [F:18][C:19]([F:26])([F:25])[C:20](=[O:21])[CH:9]([C:3]1[CH:4]=[C:5]([CH3:8])[CH:6]=[CH:7][C:2]=1[CH3:1])[C:10]#[N:11], predict the reactants needed to synthesize it. The reactants are: [CH3:1][C:2]1[CH:7]=[CH:6][C:5]([CH3:8])=[CH:4][C:3]=1[CH2:9][C:10]#[N:11].CC(C)([O-])C.[K+].[F:18][C:19]([F:26])([F:25])[C:20](OCC)=[O:21].O. (2) Given the product [Cl-:10].[C:1]([C:5]1[CH:12]=[CH:11][C:8]([CH2:9][N+:18]2[CH:19]=[CH:20][C:21]3[C:26](=[CH:25][C:24]([O:27][CH3:28])=[C:23]([O:29][CH3:30])[CH:22]=3)[CH:17]=2)=[CH:7][CH:6]=1)([CH3:4])([CH3:3])[CH3:2], predict the reactants needed to synthesize it. The reactants are: [C:1]([C:5]1[CH:12]=[CH:11][C:8]([CH2:9][Cl:10])=[CH:7][CH:6]=1)([CH3:4])([CH3:3])[CH3:2].[Cl-].C([C:17]1[C:26]2[C:21](=[CH:22][C:23]([O:29][CH3:30])=[C:24]([O:27][CH3:28])[CH:25]=2)[CH:20]=[CH:19][N+:18]=1CC1C(F)=CC=CC=1Cl)CC. (3) Given the product [Cl:1][C:2]1[C:10]2[N:9]=[C:8]3[N:11]([C:15]4[CH:20]=[CH:19][C:18]([O:21][CH3:22])=[CH:17][C:16]=4[Cl:23])[CH2:12][CH2:13][CH2:14][N:7]3[C:6]=2[C:5]([CH2:24][OH:25])=[CH:4][CH:3]=1, predict the reactants needed to synthesize it. The reactants are: [Cl:1][C:2]1[CH:3]=[CH:4][C:5]([C:24](OC)=[O:25])=[C:6]2[C:10]=1[N:9]=[C:8]1[N:11]([C:15]3[CH:20]=[CH:19][C:18]([O:21][CH3:22])=[CH:17][C:16]=3[Cl:23])[CH2:12][CH2:13][CH2:14][N:7]21.[BH4-].[Li+]. (4) Given the product [CH3:13][C:10]1[N:9]=[C:8]([C:5]2[N:4]=[N:3][C:2]([N:15]3[CH2:20][CH2:19][C:18]4([C:28]5[C:23](=[CH:24][CH:25]=[CH:26][CH:27]=5)[CH2:22][CH2:21]4)[CH2:17][CH2:16]3)=[CH:7][CH:6]=2)[O:12][N:11]=1, predict the reactants needed to synthesize it. The reactants are: Cl[C:2]1[N:3]=[N:4][C:5]([C:8]2[O:12][N:11]=[C:10]([CH3:13])[N:9]=2)=[CH:6][CH:7]=1.Cl.[NH:15]1[CH2:20][CH2:19][C:18]2([C:28]3[C:23](=[CH:24][CH:25]=[CH:26][CH:27]=3)[CH2:22][CH2:21]2)[CH2:17][CH2:16]1.C(=O)([O-])[O-].[K+].[K+]. (5) Given the product [C:39]([O:38][C:36]([N:13]1[CH2:14][C:15]2[C:20](=[CH:19][CH:18]=[CH:17][CH:16]=2)[CH:12]1[C:6]1[CH:7]=[C:8]([Cl:11])[CH:9]=[CH:10][C:5]=1[O:4][CH2:1][CH:2]=[CH2:3])=[O:37])([CH3:42])([CH3:41])[CH3:40], predict the reactants needed to synthesize it. The reactants are: [CH2:1]([O:4][C:5]1[CH:10]=[CH:9][C:8]([Cl:11])=[CH:7][C:6]=1[CH:12]1[C:20]2[C:15](=[CH:16][CH:17]=[CH:18][CH:19]=2)[CH2:14][N:13]1S(C(C)(C)C)=O)[CH:2]=[CH2:3].CCN(C(C)C)C(C)C.[C:36](O[C:36]([O:38][C:39]([CH3:42])([CH3:41])[CH3:40])=[O:37])([O:38][C:39]([CH3:42])([CH3:41])[CH3:40])=[O:37].C(O)(=O)CC(CC(O)=O)(C(O)=O)O. (6) The reactants are: [CH3:1][N:2]([CH:13]1[CH2:18][CH2:17][CH2:16][NH:15][CH2:14]1)[C:3](=[O:12])[O:4][CH2:5][C:6]1[CH:11]=[CH:10][CH:9]=[CH:8][CH:7]=1.Cl.Br[C:21]1[CH:26]=[CH:25][N:24]=[CH:23][CH:22]=1.CCN(C(C)C)C(C)C. Given the product [CH3:1][N:2]([CH:13]1[CH2:18][CH2:17][CH2:16][N:15]([C:21]2[CH:26]=[CH:25][N:24]=[CH:23][CH:22]=2)[CH2:14]1)[C:3](=[O:12])[O:4][CH2:5][C:6]1[CH:11]=[CH:10][CH:9]=[CH:8][CH:7]=1, predict the reactants needed to synthesize it.